The task is: Predict the reactants needed to synthesize the given product.. This data is from Full USPTO retrosynthesis dataset with 1.9M reactions from patents (1976-2016). (1) Given the product [Si:23]([O:1][C@@H:2]1[C@H:6]([CH3:7])[NH:5][C:4](=[O:8])[CH2:3]1)([C:26]([CH3:29])([CH3:28])[CH3:27])([CH3:25])[CH3:24], predict the reactants needed to synthesize it. The reactants are: [OH:1][C@@H:2]1[C@H:6]([CH3:7])[NH:5][C:4](=[O:8])[CH2:3]1.N1C(C)=CC=CC=1C.FC(F)(F)S(O[Si:23]([C:26]([CH3:29])([CH3:28])[CH3:27])([CH3:25])[CH3:24])(=O)=O.O. (2) Given the product [C:28]([C:30]1[C:31](=[O:32])[NH:5][N:6]=[C:37]([C:39]2[CH:44]=[CH:43][C:42]([C:45]([F:48])([F:47])[F:46])=[CH:41][CH:40]=2)[CH:36]=1)([OH:27])=[O:29], predict the reactants needed to synthesize it. The reactants are: C([N:5]1C(=O)C(COS(C)(=O)=O)=CC(C2C=CC(C)=CC=2)=[N:6]1)C(C)C.C([O:27][C:28]([C:30](O)([CH2:36][C:37]([C:39]1[CH:44]=[CH:43][C:42]([C:45]([F:48])([F:47])[F:46])=[CH:41][CH:40]=1)=O)[C:31](OCC)=[O:32])=[O:29])C.